From a dataset of Retrosynthesis with 50K atom-mapped reactions and 10 reaction types from USPTO. Predict the reactants needed to synthesize the given product. (1) Given the product COC(=O)[C@H]1CC[C@H](C(=O)c2ccc(Br)cn2)CC1, predict the reactants needed to synthesize it. The reactants are: COC(=O)[C@H]1CC[C@H](C(=O)Cl)CC1.C[Si](C)(C)c1ccc(Br)cn1. (2) The reactants are: CC(C)Oc1cc(N)n[nH]1.C[C@H](Nc1nc(F)c(F)cc1[N+](=O)[O-])c1ncc(F)cn1. Given the product CC(C)Oc1cc(Nc2nc(N[C@@H](C)c3ncc(F)cn3)c([N+](=O)[O-])cc2F)n[nH]1, predict the reactants needed to synthesize it. (3) The reactants are: CCOC(=O)CN.CCOC(=O)COc1ccc(Br)cc1C=O. Given the product CCOC(=O)C/N=C/c1cc(Br)ccc1OCC(=O)OCC, predict the reactants needed to synthesize it. (4) Given the product COC(=O)C(c1ccc(C#N)c(NC2CCC(O)CC2)c1)c1cc(OC)c(OC)c(OC)c1, predict the reactants needed to synthesize it. The reactants are: COC(=O)C(c1ccc(C#N)c(Br)c1)c1cc(OC)c(OC)c(OC)c1.N[C@H]1CC[C@H](O)CC1. (5) Given the product CC1Cc2cc(CCCN3CCN(c4n[nH]c5ccccc45)CC3)ccc2NC1=O, predict the reactants needed to synthesize it. The reactants are: CC1Cc2cc(CCCCl)ccc2NC1=O.c1ccc2c(N3CCNCC3)n[nH]c2c1. (6) Given the product OCCCc1ccc(C(F)(F)F)cc1Cl, predict the reactants needed to synthesize it. The reactants are: OCC#Cc1ccc(C(F)(F)F)cc1Cl. (7) Given the product COC(=O)[C@H]1[C@H](CCCNC(=NC(=O)OCc2ccccc2)NC(=O)OCc2ccccc2)C(=O)N1S(=O)(=O)c1ccc(C)cc1, predict the reactants needed to synthesize it. The reactants are: COC(=O)[C@@H]1NC(=O)[C@H]1CCCNC(=NC(=O)OCc1ccccc1)NC(=O)OCc1ccccc1.Cc1ccc(S(=O)(=O)Cl)cc1. (8) Given the product COc1ccc(CN(Cc2ccc(OC)cc2)c2ncc(-c3nc(N4CCOCC4)nc4c3CCN4c3ccnc(C(=O)NC(C)(C)C)c3)cn2)cc1, predict the reactants needed to synthesize it. The reactants are: CC(C)(C)NC(=O)c1cc(Cl)ccn1.COc1ccc(CN(Cc2ccc(OC)cc2)c2ncc(-c3nc(N4CCOCC4)nc4c3CCN4)cn2)cc1.